Dataset: Full USPTO retrosynthesis dataset with 1.9M reactions from patents (1976-2016). Task: Predict the reactants needed to synthesize the given product. (1) Given the product [CH3:33][S:34]([O:11][CH:10]([C:12]1[C:17]([F:18])=[C:16]([Cl:19])[CH:15]=[C:14]([C:20](=[O:22])[CH3:21])[C:13]=1[O:23][CH2:24][CH3:25])[CH2:9][O:8][Si:1]([C:4]([CH3:7])([CH3:6])[CH3:5])([CH3:3])[CH3:2])(=[O:36])=[O:35], predict the reactants needed to synthesize it. The reactants are: [Si:1]([O:8][CH2:9][CH:10]([C:12]1[C:13]([O:23][CH2:24][CH3:25])=[C:14]([C:20](=[O:22])[CH3:21])[CH:15]=[C:16]([Cl:19])[C:17]=1[F:18])[OH:11])([C:4]([CH3:7])([CH3:6])[CH3:5])([CH3:3])[CH3:2].C(N(CC)CC)C.[CH3:33][S:34](O[S:34]([CH3:33])(=[O:36])=[O:35])(=[O:36])=[O:35]. (2) Given the product [CH3:11][CH:12]([C:14]1[CH:15]=[C:16]([O:20][C:2]2[CH:7]=[CH:6][C:5]([N+:8]([O-:10])=[O:9])=[CH:4][N:3]=2)[CH:17]=[CH:18][CH:19]=1)[CH3:13], predict the reactants needed to synthesize it. The reactants are: Cl[C:2]1[CH:7]=[CH:6][C:5]([N+:8]([O-:10])=[O:9])=[CH:4][N:3]=1.[CH3:11][CH:12]([C:14]1[CH:15]=[C:16]([OH:20])[CH:17]=[CH:18][CH:19]=1)[CH3:13].C(=O)([O-])[O-].[K+].[K+]. (3) Given the product [CH3:1][C:2]([CH3:13])([CH2:7][C:8]1[S:9][C:10]([C:17]2[CH:18]=[CH:19][N:20]=[C:15]([NH:29][CH:27]3[CH2:28][C:23]([CH3:32])([CH3:22])[NH:24][C:25]([CH3:31])([CH3:30])[CH2:26]3)[N:16]=2)=[CH:11][CH:12]=1)[C:3]([NH:5][CH3:6])=[O:4], predict the reactants needed to synthesize it. The reactants are: [CH3:1][C:2]([CH3:13])([CH2:7][C:8]1[S:9][CH:10]=[CH:11][CH:12]=1)[C:3]([NH:5][CH3:6])=[O:4].Cl[C:15]1[N:20]=[C:19](Cl)[CH:18]=[CH:17][N:16]=1.[CH3:22][C:23]1([CH3:32])[CH2:28][CH:27]([NH2:29])[CH2:26][C:25]([CH3:31])([CH3:30])[NH:24]1. (4) Given the product [CH2:33]([O:32][C:30](=[O:31])[NH:19][CH2:18][CH:15]1[CH2:14][C:13]2[CH:12]=[CH:11][CH:10]=[C:9]([C:6]3[CH:7]=[CH:8][C:3]([O:2][CH3:1])=[CH:4][CH:5]=3)[C:17]=2[O:16]1)[C:34]1[CH:39]=[CH:38][CH:37]=[CH:36][CH:35]=1, predict the reactants needed to synthesize it. The reactants are: [CH3:1][O:2][C:3]1[CH:8]=[CH:7][C:6]([C:9]2[C:17]3[O:16][CH:15]([CH2:18][NH2:19])[CH2:14][C:13]=3[CH:12]=[CH:11][CH:10]=2)=[CH:5][CH:4]=1.C(N(C(C)C)CC)(C)C.Cl[C:30]([O:32][CH2:33][C:34]1[CH:39]=[CH:38][CH:37]=[CH:36][CH:35]=1)=[O:31].